This data is from Peptide-MHC class I binding affinity with 185,985 pairs from IEDB/IMGT. The task is: Regression. Given a peptide amino acid sequence and an MHC pseudo amino acid sequence, predict their binding affinity value. This is MHC class I binding data. (1) The peptide sequence is VMAASGAPF. The MHC is HLA-B08:02 with pseudo-sequence HLA-B08:02. The binding affinity (normalized) is 0.0847. (2) The peptide sequence is DWMDRIEEF. The MHC is HLA-A25:01 with pseudo-sequence HLA-A25:01. The binding affinity (normalized) is 0.0847.